This data is from Peptide-MHC class I binding affinity with 185,985 pairs from IEDB/IMGT. The task is: Regression. Given a peptide amino acid sequence and an MHC pseudo amino acid sequence, predict their binding affinity value. This is MHC class I binding data. (1) The peptide sequence is SIKFKRKLM. The MHC is HLA-B46:01 with pseudo-sequence HLA-B46:01. The binding affinity (normalized) is 0.0847. (2) The peptide sequence is KQMYRKFSR. The MHC is HLA-A11:01 with pseudo-sequence HLA-A11:01. The binding affinity (normalized) is 0.596. (3) The peptide sequence is WQTDTTIPL. The MHC is BoLA-D18.4 with pseudo-sequence BoLA-D18.4. The binding affinity (normalized) is 0.898.